This data is from NCI-60 drug combinations with 297,098 pairs across 59 cell lines. The task is: Regression. Given two drug SMILES strings and cell line genomic features, predict the synergy score measuring deviation from expected non-interaction effect. (1) Drug 1: COC1=CC(=CC(=C1O)OC)C2C3C(COC3=O)C(C4=CC5=C(C=C24)OCO5)OC6C(C(C7C(O6)COC(O7)C8=CC=CS8)O)O. Drug 2: C1=NC2=C(N1)C(=S)N=CN2. Cell line: MALME-3M. Synergy scores: CSS=28.4, Synergy_ZIP=-11.0, Synergy_Bliss=-8.02, Synergy_Loewe=-10.5, Synergy_HSA=-4.58. (2) Drug 1: C1CCN(CC1)CCOC2=CC=C(C=C2)C(=O)C3=C(SC4=C3C=CC(=C4)O)C5=CC=C(C=C5)O. Drug 2: C1C(C(OC1N2C=NC3=C(N=C(N=C32)Cl)N)CO)O. Cell line: SF-539. Synergy scores: CSS=-4.41, Synergy_ZIP=1.06, Synergy_Bliss=-2.94, Synergy_Loewe=-4.26, Synergy_HSA=-4.76.